Dataset: Catalyst prediction with 721,799 reactions and 888 catalyst types from USPTO. Task: Predict which catalyst facilitates the given reaction. (1) Reactant: [OH:1][CH2:2][CH2:3][C:4]1[NH:5][C:6]2[C:11]([CH:12]=1)=[CH:10][C:9]([CH:13]=O)=[CH:8][CH:7]=2.[NH2:15][C:16]1[CH:24]=[C:23]([O:25][CH3:26])[CH:22]=[C:21]([O:27][CH3:28])[C:17]=1[C:18]([NH2:20])=[O:19].S([O-])(O)=O.[Na+].O.C1(C)C=CC(S(O)(=O)=O)=CC=1. Product: [OH:1][CH2:2][CH2:3][C:4]1[NH:5][C:6]2[C:11]([CH:12]=1)=[CH:10][C:9]([C:13]1[NH:20][C:18](=[O:19])[C:17]3[C:16](=[CH:24][C:23]([O:25][CH3:26])=[CH:22][C:21]=3[O:27][CH3:28])[N:15]=1)=[CH:8][CH:7]=2. The catalyst class is: 80. (2) Reactant: C(Cl)(=O)C([Cl:4])=O.[C:7]([N:11]([C:14]1[CH:19]=[CH:18][CH:17]=[CH:16][CH:15]=1)[CH:12]=O)([CH3:10])([CH3:9])[CH3:8].[C:20]([N:24]([Si](C)(C)C)[C:25]1[CH:30]=[CH:29][CH:28]=[CH:27][CH:26]=1)([CH3:23])([CH3:22])[CH3:21]. Product: [Cl-:4].[C:7]([N:11]([C:14]1[CH:19]=[CH:18][CH:17]=[CH:16][CH:15]=1)[CH:12]=[N+:24]([C:20]([CH3:23])([CH3:22])[CH3:21])[C:25]1[CH:30]=[CH:29][CH:28]=[CH:27][CH:26]=1)([CH3:10])([CH3:9])[CH3:8]. The catalyst class is: 11. (3) Product: [CH2:1]([O:8][C:9]1[C:10]([O:32][CH2:33][CH3:34])=[CH:11][CH:12]=[C:13]2[C:18]=1[CH:17]=[N:16][CH:15]=[C:14]2[C:19]([C:20]1[CH:21]=[C:22]([O:30][CH3:31])[C:23]([O:28][CH3:29])=[C:24]([O:26][CH3:27])[CH:25]=1)=[O:35])[C:2]1[CH:7]=[CH:6][CH:5]=[CH:4][CH:3]=1. The catalyst class is: 23. Reactant: [CH2:1]([O:8][C:9]1[C:10]([O:32][CH2:33][CH3:34])=[CH:11][CH:12]=[C:13]2[C:18]=1[CH:17]=[N:16][CH:15]=[C:14]2[CH2:19][C:20]1[CH:25]=[C:24]([O:26][CH3:27])[C:23]([O:28][CH3:29])=[C:22]([O:30][CH3:31])[CH:21]=1)[C:2]1[CH:7]=[CH:6][CH:5]=[CH:4][CH:3]=1.[OH:35]N1C(=O)C2=CC=CC=C2C1=O.[O-]Cl=O.[Na+].O. (4) Reactant: [CH3:1][C:2]1[NH:3][C:4]2[CH:10]=[CH:9][CH:8]=[CH:7][C:5]=2[N:6]=1.[OH-].[K+].[CH3:13]I.O. Product: [CH3:13][N:3]1[C:4]2[CH:10]=[CH:9][CH:8]=[CH:7][C:5]=2[N:6]=[C:2]1[CH3:1]. The catalyst class is: 21. (5) Reactant: [OH-].[Na+].[S:3]=[C:4]1[NH:8][C@H:7]2[CH2:9][S:10][C@@H:11]([CH2:12][CH2:13][CH2:14][CH2:15][C:16]([O:18]C)=[O:17])[C@H:6]2[NH:5]1. Product: [S:3]=[C:4]1[NH:8][C@H:7]2[CH2:9][S:10][C@@H:11]([CH2:12][CH2:13][CH2:14][CH2:15][C:16]([OH:18])=[O:17])[C@H:6]2[NH:5]1. The catalyst class is: 1. (6) Reactant: ClC1C=CC([C@@H]([N:10]2[C:22]3[C@@H:21]([CH2:23][C:24]([OH:26])=[O:25])[CH2:20][CH2:19][CH2:18][C:17]=3[C:16]3[C:11]2=[C:12]([S:28]([CH3:31])(=[O:30])=[O:29])[CH:13]=[C:14]([F:27])[CH:15]=3)C)=CC=1.[CH3:32]O. Product: [F:27][C:14]1[CH:15]=[C:16]2[C:11](=[C:12]([S:28]([CH3:31])(=[O:29])=[O:30])[CH:13]=1)[NH:10][C:22]1[C@@H:21]([CH2:23][C:24]([O:26][CH3:32])=[O:25])[CH2:20][CH2:19][CH2:18][C:17]2=1. The catalyst class is: 45. (7) Reactant: [CH3:1][C:2]1[NH:3][C:4]2[C:9]([C:10]=1[C:11]([N:13]1[CH2:18][CH2:17][C:16]3([C:22]4[CH:23]=[CH:24][CH:25]=[CH:26][C:21]=4[CH2:20][O:19]3)[CH2:15][CH2:14]1)=[O:12])=[CH:8][CH:7]=[CH:6][CH:5]=2.[H-].[Na+].[C:29](Cl)(=[O:36])[C:30]1[CH:35]=[CH:34][CH:33]=[CH:32][CH:31]=1. Product: [C:29]([N:3]1[C:4]2[C:9](=[CH:8][CH:7]=[CH:6][CH:5]=2)[C:10]([C:11]([N:13]2[CH2:14][CH2:15][C:16]3([C:22]4[CH:23]=[CH:24][CH:25]=[CH:26][C:21]=4[CH2:20][O:19]3)[CH2:17][CH2:18]2)=[O:12])=[C:2]1[CH3:1])(=[O:36])[C:30]1[CH:35]=[CH:34][CH:33]=[CH:32][CH:31]=1. The catalyst class is: 3. (8) Product: [Cl:1][C:2]1[CH:3]=[CH:4][C:5]([CH2:6][NH:7][C:8]([C:10]2[C:19](=[O:20])[C:18]3[C:13](=[CH:14][CH:15]=[C:16]([CH2:21][OH:22])[CH:17]=3)[N:12]([CH3:25])[N:11]=2)=[O:9])=[CH:23][CH:24]=1. The catalyst class is: 3. Reactant: [Cl:1][C:2]1[CH:24]=[CH:23][C:5]([CH2:6][NH:7][C:8]([C:10]2[N:11]=[N:12][C:13]3[C:18]([C:19]=2[OH:20])=[CH:17][C:16]([CH2:21][OH:22])=[CH:15][CH:14]=3)=[O:9])=[CH:4][CH:3]=1.[C:25]([O-])([O-])=O.[K+].[K+].IC.O.